This data is from NCI-60 drug combinations with 297,098 pairs across 59 cell lines. The task is: Regression. Given two drug SMILES strings and cell line genomic features, predict the synergy score measuring deviation from expected non-interaction effect. (1) Drug 1: C1=CC(=CC=C1CC(C(=O)O)N)N(CCCl)CCCl.Cl. Drug 2: C1=NC2=C(N=C(N=C2N1C3C(C(C(O3)CO)O)O)F)N. Cell line: HS 578T. Synergy scores: CSS=6.59, Synergy_ZIP=-3.23, Synergy_Bliss=-2.83, Synergy_Loewe=-9.87, Synergy_HSA=-5.60. (2) Drug 1: CC1=C2C(C(=O)C3(C(CC4C(C3C(C(C2(C)C)(CC1OC(=O)C(C(C5=CC=CC=C5)NC(=O)OC(C)(C)C)O)O)OC(=O)C6=CC=CC=C6)(CO4)OC(=O)C)OC)C)OC. Drug 2: C1CCN(CC1)CCOC2=CC=C(C=C2)C(=O)C3=C(SC4=C3C=CC(=C4)O)C5=CC=C(C=C5)O. Cell line: MCF7. Synergy scores: CSS=55.4, Synergy_ZIP=10.8, Synergy_Bliss=10.9, Synergy_Loewe=10.6, Synergy_HSA=16.2.